Dataset: Forward reaction prediction with 1.9M reactions from USPTO patents (1976-2016). Task: Predict the product of the given reaction. Given the reactants [O:1]=[S:2]1(=[O:34])[C:8]2[CH:9]=[C:10]([O:15][CH2:16][C:17]([O:19]CC)=[O:18])[C:11]([O:13][CH3:14])=[CH:12][C:7]=2[N:6]([C:22]2[CH:27]=[CH:26][CH:25]=[CH:24][CH:23]=2)[CH2:5][C:4]([CH2:30][CH2:31][CH2:32][CH3:33])([CH2:28][CH3:29])[CH2:3]1.[OH-].[Na+].CC(O)=O, predict the reaction product. The product is: [O:34]=[S:2]1(=[O:1])[C:8]2[CH:9]=[C:10]([O:15][CH2:16][C:17]([OH:19])=[O:18])[C:11]([O:13][CH3:14])=[CH:12][C:7]=2[N:6]([C:22]2[CH:27]=[CH:26][CH:25]=[CH:24][CH:23]=2)[CH2:5][C:4]([CH2:30][CH2:31][CH2:32][CH3:33])([CH2:28][CH3:29])[CH2:3]1.